From a dataset of Full USPTO retrosynthesis dataset with 1.9M reactions from patents (1976-2016). Predict the reactants needed to synthesize the given product. (1) Given the product [CH:1]1([CH2:4][CH2:5][NH:6][S:7]([C:10]2[CH:11]=[N:12][C:13]([N:17]3[CH2:22][CH2:21][N:20]([C:23](=[O:35])[C:24]4[CH:29]=[C:28]([F:30])[CH:27]=[CH:26][C:25]=4[C:31]([F:34])([F:32])[F:33])[CH2:19][CH2:18]3)=[CH:14][CH:15]=2)(=[O:9])=[O:8])[CH2:3][CH2:2]1, predict the reactants needed to synthesize it. The reactants are: [CH:1]1([CH2:4][CH2:5][NH:6][S:7]([C:10]2[CH:11]=[N:12][C:13]([N:17]3[CH2:22][CH2:21][N:20]([C:23](=[O:35])[C:24]4[CH:29]=[C:28]([F:30])[CH:27]=[CH:26][C:25]=4[C:31]([F:34])([F:33])[F:32])[CH2:19][CH2:18]3)=[C:14](Br)[CH:15]=2)(=[O:9])=[O:8])[CH2:3][CH2:2]1. (2) Given the product [Cl:11][C:10]1[CH:9]=[C:8]2[C:4]([C:5]([C:12]([OH:14])=[O:13])=[N:6][NH:7]2)=[CH:3][C:2]=1[C:22]1[CH:23]=[CH:24][C:19]([O:18][CH:15]([CH3:17])[CH3:16])=[CH:20][CH:21]=1, predict the reactants needed to synthesize it. The reactants are: Br[C:2]1[CH:3]=[C:4]2[C:8](=[CH:9][C:10]=1[Cl:11])[NH:7][N:6]=[C:5]2[C:12]([OH:14])=[O:13].[CH:15]([O:18][C:19]1[CH:24]=[CH:23][C:22](B(O)O)=[CH:21][CH:20]=1)([CH3:17])[CH3:16].C(=O)([O-])[O-].[K+].[K+]. (3) Given the product [F:10][C:11]1[C:12]2[N:1]3[CH2:7][CH2:6][CH2:5][CH:2]3[CH2:3][O:4][C:13]=2[CH:14]=[C:15]([N+:17]([O-:19])=[O:18])[CH:16]=1, predict the reactants needed to synthesize it. The reactants are: [NH:1]1[CH2:7][CH2:6][CH2:5][C@H:2]1[CH2:3][OH:4].[OH-].[K+].[F:10][C:11]1[CH:16]=[C:15]([N+:17]([O-:19])=[O:18])[CH:14]=[C:13](F)[C:12]=1F. (4) Given the product [F:1][C:2]1[CH:10]=[C:9]([C:11]([F:14])([F:13])[F:12])[CH:8]=[CH:7][C:3]=1[C:4]([NH2:21])=[O:5], predict the reactants needed to synthesize it. The reactants are: [F:1][C:2]1[CH:10]=[C:9]([C:11]([F:14])([F:13])[F:12])[CH:8]=[CH:7][C:3]=1[C:4](O)=[O:5].C(Cl)(=O)C(Cl)=O.[NH3:21]. (5) Given the product [CH3:20][O:19][C:12]1[CH:13]=[CH:14][CH:15]=[C:16]([O:17][CH3:18])[C:11]=1[CH:2]1[N:1]([CH2:26][C:25]2[CH:28]=[CH:29][C:22]([F:21])=[C:23]([C:30]3[CH:35]=[CH:34][CH:33]=[CH:32][N:31]=3)[CH:24]=2)[C:7](=[O:9])[CH2:6][CH2:5][CH2:4][CH2:3]1, predict the reactants needed to synthesize it. The reactants are: [NH2:1][CH:2]([C:11]1[C:16]([O:17][CH3:18])=[CH:15][CH:14]=[CH:13][C:12]=1[O:19][CH3:20])[CH2:3][CH2:4][CH2:5][CH2:6][C:7]([O:9]C)=O.[F:21][C:22]1[CH:29]=[CH:28][C:25]([CH:26]=O)=[CH:24][C:23]=1[C:30]1[CH:35]=[CH:34][CH:33]=[CH:32][N:31]=1. (6) Given the product [CH2:13]([N:2]1[CH:10]=[C:9]([C:7]([OH:11])([CH3:8])[CH3:6])[N:4]=[N:3]1)[CH2:14][CH2:15][CH2:16][CH2:17][CH2:18][CH2:19][CH3:20], predict the reactants needed to synthesize it. The reactants are: O.[N-:2]=[N+:3]=[N-:4].[Na+].[CH3:6][C:7]([OH:11])([C:9]#[CH:10])[CH3:8].Br[CH2:13][CH2:14][CH2:15][CH2:16][CH2:17][CH2:18][CH2:19][CH3:20]. (7) Given the product [CH3:30][N:31]1[CH:35]=[C:34]([CH3:36])[C:33]([C:37]([NH:23][C:14]2[CH:15]=[C:16]([Sn:19]([CH3:20])([CH3:22])[CH3:21])[CH:17]=[C:18]3[C:13]=2[CH:12]=[N:11][N:10]3[S:7]([C:1]2[CH:2]=[CH:3][CH:4]=[CH:5][CH:6]=2)(=[O:9])=[O:8])=[O:38])=[N:32]1, predict the reactants needed to synthesize it. The reactants are: [C:1]1([S:7]([N:10]2[C:18]3[CH:17]=[C:16]([Sn:19]([CH3:22])([CH3:21])[CH3:20])[CH:15]=[C:14]([NH2:23])[C:13]=3[CH:12]=[N:11]2)(=[O:9])=[O:8])[CH:6]=[CH:5][CH:4]=[CH:3][CH:2]=1.N1C=CC=CC=1.[CH3:30][N:31]1[CH:35]=[C:34]([CH3:36])[C:33]([C:37](Cl)=[O:38])=[N:32]1.C(=O)(O)[O-].[Na+].